This data is from Acute oral toxicity (LD50) regression data from Zhu et al.. The task is: Regression/Classification. Given a drug SMILES string, predict its toxicity properties. Task type varies by dataset: regression for continuous values (e.g., LD50, hERG inhibition percentage) or binary classification for toxic/non-toxic outcomes (e.g., AMES mutagenicity, cardiotoxicity, hepatotoxicity). Dataset: ld50_zhu. (1) The compound is CCCCOCCOC(=O)COc1ccc(Cl)cc1Cl. The rat oral LD50 is 2.59, given as -log10 of the dose in mol/kg body weight (higher means more acutely toxic). (2) The molecule is OC1CCN(c2ccc(-c3ccc(Cl)cc3Cl)nn2)CC1. The rat oral LD50 is 3.03, given as -log10 of the dose in mol/kg body weight (higher means more acutely toxic). (3) The compound is O=S(=O)(Cl)CCl. The rat oral LD50 is 2.60, given as -log10 of the dose in mol/kg body weight (higher means more acutely toxic). (4) The molecule is CC(=O)OCC12CC(O)C(C)=CC1OC1C(O)C(O)C2(C)C12CO2. The rat oral LD50 is 3.97, given as -log10 of the dose in mol/kg body weight (higher means more acutely toxic). (5) The rat oral LD50 is 1.72, given as -log10 of the dose in mol/kg body weight (higher means more acutely toxic). The drug is CN(C)CCC(=O)N(C)C. (6) The compound is CCC(=O)OCC(=O)C1(OC(=O)CC)C(C)CC2C3C(Cl)CC4=CC(=O)C=CC4(C)C3C(O)CC21C. The rat oral LD50 is 2.16, given as -log10 of the dose in mol/kg body weight (higher means more acutely toxic). (7) The molecule is CC(=O)C=C1CCC2C13CCC(C)C(C3)C2(C)C. The rat oral LD50 is 1.68, given as -log10 of the dose in mol/kg body weight (higher means more acutely toxic).